From a dataset of Peptide-MHC class II binding affinity with 134,281 pairs from IEDB. Regression. Given a peptide amino acid sequence and an MHC pseudo amino acid sequence, predict their binding affinity value. This is MHC class II binding data. The peptide sequence is YVENGLISRVLDGLV. The MHC is HLA-DQA10102-DQB10602 with pseudo-sequence HLA-DQA10102-DQB10602. The binding affinity (normalized) is 0.578.